From a dataset of Peptide-MHC class I binding affinity with 185,985 pairs from IEDB/IMGT. Regression. Given a peptide amino acid sequence and an MHC pseudo amino acid sequence, predict their binding affinity value. This is MHC class I binding data. The peptide sequence is IYYLEKANK. The MHC is HLA-B07:02 with pseudo-sequence HLA-B07:02. The binding affinity (normalized) is 0.0847.